Dataset: hERG potassium channel inhibition data for cardiac toxicity prediction from Karim et al.. Task: Regression/Classification. Given a drug SMILES string, predict its toxicity properties. Task type varies by dataset: regression for continuous values (e.g., LD50, hERG inhibition percentage) or binary classification for toxic/non-toxic outcomes (e.g., AMES mutagenicity, cardiotoxicity, hepatotoxicity). Dataset: herg_karim. (1) The drug is CC(C)(C)NC(=O)c1c[nH]c2ncc(-c3nn(CCCS(C)(=O)=O)c4ccc(OC(F)F)cc34)nc12. The result is 1 (blocker). (2) The drug is O=C(CNC(=O)c1cccc(C(F)(F)F)c1)N[C@@H]1CCN(CCN2CCN(C(=O)c3ccccc3)CC2)C1. The result is 0 (non-blocker). (3) The molecule is CC1CN(CCC#N)CCN1c1cc2[nH]c(SC(C)(C)C)nc2cc1Cl. The result is 0 (non-blocker).